The task is: Predict the reaction yield, written as a fraction of the theoretical maximum amount of product (1.0 means a 100% yield; for example, 0.34 means a 34% yield).. This data is from Reaction yield outcomes from USPTO patents with 853,638 reactions. (1) The reactants are [CH2:1]([C:5]1[N:6]=[C:7]([CH3:27])[NH:8][C:9](=[O:26])[C:10]=1[CH2:11][C:12]1[CH:17]=[CH:16][C:15]([C:18]2[C:19]([C:24]#[N:25])=[CH:20][CH:21]=[CH:22][CH:23]=2)=[CH:14][CH:13]=1)[CH2:2][CH2:3][CH3:4].C(=O)([O-])[O-].[K+].[K+].Cl[CH2:35][C:36]1[N:37]=[C:38]([C:41]2[CH:46]=[CH:45][CH:44]=[CH:43][N:42]=2)[S:39][CH:40]=1.CN(C)C=O. The catalyst is C(OCC)(=O)C. The product is [CH2:1]([C:5]1[N:6]=[C:7]([CH3:27])[N:8]([CH2:35][C:36]2[N:37]=[C:38]([C:41]3[CH:46]=[CH:45][CH:44]=[CH:43][N:42]=3)[S:39][CH:40]=2)[C:9](=[O:26])[C:10]=1[CH2:11][C:12]1[CH:17]=[CH:16][C:15]([C:18]2[C:19]([C:24]#[N:25])=[CH:20][CH:21]=[CH:22][CH:23]=2)=[CH:14][CH:13]=1)[CH2:2][CH2:3][CH3:4]. The yield is 0.440. (2) The reactants are C[Si]([N-][Si](C)(C)C)(C)C.[Li+].[Cl:11][C:12]1[CH:13]=[C:14]([CH2:27][C:28]([O:30][CH3:31])=[O:29])[CH:15]=[CH:16][C:17]=1[B:18]1[O:22][C:21]([CH3:24])([CH3:23])[C:20]([CH3:26])([CH3:25])[O:19]1.[CH3:32]I.[Cl-].[NH4+]. The catalyst is C1COCC1.O.C(OCC)(=O)C. The product is [Cl:11][C:12]1[CH:13]=[C:14]([CH:27]([CH3:32])[C:28]([O:30][CH3:31])=[O:29])[CH:15]=[CH:16][C:17]=1[B:18]1[O:22][C:21]([CH3:23])([CH3:24])[C:20]([CH3:25])([CH3:26])[O:19]1. The yield is 0.561. (3) The reactants are CC(N1CCC(C2SC(C3C=CC(NC(NC4C=C(F)C(F)=CC=4F)=O)=CC=3)=CN=2)CC1)(C)C(O)=O.[Cl:37][C:38]1[CH:43]=[CH:42][CH:41]=[CH:40][C:39]=1[NH:44][C:45](=[O:74])[NH:46][C:47]1[CH:52]=[CH:51][C:50]([C:53]2[S:57][C:56]([CH:58]3[CH2:63][CH2:62][N:61]([C:64]([CH3:73])([CH3:72])[C:65]([O:67]C(C)(C)C)=[O:66])[CH2:60][CH2:59]3)=[N:55][CH:54]=2)=[CH:49][CH:48]=1.Cl. The catalyst is C(O)(C)C. The product is [Cl:37][C:38]1[CH:43]=[CH:42][CH:41]=[CH:40][C:39]=1[NH:44][C:45](=[O:74])[NH:46][C:47]1[CH:48]=[CH:49][C:50]([C:53]2[S:57][C:56]([CH:58]3[CH2:59][CH2:60][N:61]([C:64]([CH3:72])([CH3:73])[C:65]([OH:67])=[O:66])[CH2:62][CH2:63]3)=[N:55][CH:54]=2)=[CH:51][CH:52]=1. The yield is 0.790. (4) The reactants are [Cl:1][C:2]1[CH:11]=[C:10]([C:12]2[N:17]=[C:16]3[N:18]([CH2:21][C:22]4[CH:23]=[C:24]5[C:29](=[CH:30][C:31]=4[F:32])[N:28]=[CH:27][CH:26]=[CH:25]5)[N:19]=[N:20][C:15]3=[CH:14][CH:13]=2)[CH:9]=[CH:8][C:3]=1[C:4]([O:6]C)=[O:5].[OH-].[Li+].C1COCC1.Cl. The yield is 0.840. The product is [Cl:1][C:2]1[CH:11]=[C:10]([C:12]2[N:17]=[C:16]3[N:18]([CH2:21][C:22]4[CH:23]=[C:24]5[C:29](=[CH:30][C:31]=4[F:32])[N:28]=[CH:27][CH:26]=[CH:25]5)[N:19]=[N:20][C:15]3=[CH:14][CH:13]=2)[CH:9]=[CH:8][C:3]=1[C:4]([OH:6])=[O:5]. The catalyst is CO.O. (5) The reactants are C[O:2][C:3](=[O:32])[C:4]1[CH:9]=[CH:8][CH:7]=[C:6]([CH2:10][N:11]2[C:15]3[CH:16]=[CH:17][CH:18]=[CH:19][C:14]=3[N:13]([CH2:20][CH2:21][CH2:22][O:23][C:24]3[CH:29]=[CH:28][C:27]([F:30])=[CH:26][CH:25]=3)[C:12]2=[NH:31])[CH:5]=1.[OH-].[Na+]. The catalyst is CO. The product is [F:30][C:27]1[CH:26]=[CH:25][C:24]([O:23][CH2:22][CH2:21][CH2:20][N:13]2[C:14]3[CH:19]=[CH:18][CH:17]=[CH:16][C:15]=3[N:11]([CH2:10][C:6]3[CH:5]=[C:4]([CH:9]=[CH:8][CH:7]=3)[C:3]([OH:32])=[O:2])[C:12]2=[NH:31])=[CH:29][CH:28]=1. The yield is 0.410. (6) The reactants are [Cl:1][C:2]1[CH:3]=[C:4](B(O)O)[CH:5]=[C:6]([Cl:8])[CH:7]=1.Br[C:13]([C:15]([F:18])([F:17])[F:16])=[CH2:14].C([O-])([O-])=O.[K+].[K+]. The catalyst is C1COCC1.O.Cl[Pd](Cl)([P](C1C=CC=CC=1)(C1C=CC=CC=1)C1C=CC=CC=1)[P](C1C=CC=CC=1)(C1C=CC=CC=1)C1C=CC=CC=1. The product is [Cl:1][C:2]1[CH:3]=[C:4]([C:13]([C:15]([F:18])([F:17])[F:16])=[CH2:14])[CH:5]=[C:6]([Cl:8])[CH:7]=1. The yield is 0.850. (7) The reactants are [F:1][C:2]1[CH:3]=[C:4]2[C:9](=[CH:10][CH:11]=1)[N:8]=[CH:7][CH:6]=[C:5]2[N:12]1[CH2:17][CH2:16][C:15]([CH2:19][C:20]([OH:22])=O)([CH3:18])[CH2:14][CH2:13]1.[F:23][C:24]1[CH:30]=[CH:29][C:27]([NH2:28])=[CH:26][CH:25]=1.CCN(C(C)C)C(C)C.C1CN([P+](ON2N=NC3C=CC=CC2=3)(N2CCCC2)N2CCCC2)CC1.F[P-](F)(F)(F)(F)F. The catalyst is CN(C=O)C. The product is [F:23][C:24]1[CH:30]=[CH:29][C:27]([NH:28][C:20](=[O:22])[CH2:19][C:15]2([CH3:18])[CH2:14][CH2:13][N:12]([C:5]3[C:4]4[C:9](=[CH:10][CH:11]=[C:2]([F:1])[CH:3]=4)[N:8]=[CH:7][CH:6]=3)[CH2:17][CH2:16]2)=[CH:26][CH:25]=1. The yield is 0.510.